The task is: Predict the reactants needed to synthesize the given product.. This data is from Full USPTO retrosynthesis dataset with 1.9M reactions from patents (1976-2016). (1) Given the product [CH2:1]([N:8]1[CH2:9][CH2:10][C:11]2([NH:16][C:17](=[O:18])[N:19]([C:20]3[CH:21]=[CH:22][C:23]([O:26][C:27]([F:30])([F:29])[F:28])=[CH:24][CH:25]=3)[C:14]2=[NH:15])[CH2:12][CH2:13]1)[C:2]1[CH:7]=[CH:6][CH:5]=[CH:4][CH:3]=1, predict the reactants needed to synthesize it. The reactants are: [CH2:1]([N:8]1[CH2:13][CH2:12][C:11]([NH:16][C:17]([NH:19][C:20]2[CH:25]=[CH:24][C:23]([O:26][C:27]([F:30])([F:29])[F:28])=[CH:22][CH:21]=2)=[O:18])([C:14]#[N:15])[CH2:10][CH2:9]1)[C:2]1[CH:7]=[CH:6][CH:5]=[CH:4][CH:3]=1.[H-].[Na+].[Cl-].[NH4+].C(OCC)(=O)C. (2) Given the product [CH2:4]([N:22]1[CH2:23][CH2:24][C:19](=[O:25])[CH2:20][CH2:21]1)[C:3]1[CH:7]=[CH:8][CH:9]=[CH:10][CH:2]=1, predict the reactants needed to synthesize it. The reactants are: Br[C:2]1[C:10](Cl)=[CH:9][CH:8]=[CH:7][C:3]=1[C:4](O)=O.ClC1C2[C:19]3([O:25]C(=O)C=2C=CC=1)[CH2:24][CH2:23][NH:22][CH2:21][CH2:20]3.CO.Cl. (3) Given the product [C:1]([C:4]1[CH:5]=[CH:6][C:7]([N:10]2[CH2:11][CH2:12][CH:13]([CH2:16][C:17]([N:28]3[CH2:27][CH2:26][N:25]([CH:20]4[CH2:22][CH2:23][CH2:24]4)[CH2:30][CH2:29]3)=[O:19])[CH2:14][CH2:15]2)=[CH:8][CH:9]=1)(=[O:3])[CH3:2], predict the reactants needed to synthesize it. The reactants are: [C:1]([C:4]1[CH:9]=[CH:8][C:7]([N:10]2[CH2:15][CH2:14][CH:13]([CH2:16][C:17]([OH:19])=O)[CH2:12][CH2:11]2)=[CH:6][CH:5]=1)(=[O:3])[CH3:2].[CH:20]1([N:25]2[CH2:30][CH2:29][NH:28][CH2:27][CH2:26]2)[CH2:24][CH2:23][CH2:22]C1.F[P-](F)(F)(F)(F)F.N1(O[P+](N(C)C)(N(C)C)N(C)C)C2C=CC=CC=2N=N1.